This data is from Forward reaction prediction with 1.9M reactions from USPTO patents (1976-2016). The task is: Predict the product of the given reaction. (1) Given the reactants C(O[C:6]([N:8]1[CH2:13][CH2:12][CH:11]([N:14]([CH2:20][C:21]2[CH:25]=[CH:24][S:23][CH:22]=2)[C:15]([NH:17][O:18][CH3:19])=[O:16])[CH2:10][CH2:9]1)=O)(C)(C)C.C(OC(N1CCC(NCC2C=CSC=2)CC1)=O)(C)(C)C.[O:46]=[C:47]1[C:55]2[C:50](=[CH:51][CH:52]=[CH:53][CH:54]=2)[C:49](=[O:56])[N:48]1[CH2:57][CH2:58]C=O.C(O[BH-](OC(=O)C)OC(=O)C)(=O)C.[Na+], predict the reaction product. The product is: [O:46]=[C:47]1[C:55]2[C:50](=[CH:51][CH:52]=[CH:53][CH:54]=2)[C:49](=[O:56])[N:48]1[CH2:57][CH2:58][CH2:6][N:8]1[CH2:9][CH2:10][CH:11]([N:14]([CH2:20][C:21]2[CH:25]=[CH:24][S:23][CH:22]=2)[C:15]([NH:17][O:18][CH3:19])=[O:16])[CH2:12][CH2:13]1. (2) Given the reactants [NH2:1][C:2]1[CH:13]=[CH:12][C:5]2[C:6](=O)[NH:7][S:8](=[O:10])(=[O:9])[C:4]=2[CH:3]=1.CN(C)C=O.Cl.C(=O)(O)[O-].[Na+], predict the reaction product. The product is: [NH2:1][C:2]1[CH:13]=[CH:12][C:5]2[CH2:6][NH:7][S:8](=[O:10])(=[O:9])[C:4]=2[CH:3]=1. (3) The product is: [CH2:1]1[C:9]2[C:4](=[CH:5][CH:6]=[CH:7][CH:8]=2)[CH2:3][CH:2]1[N:10]1[C:14]([C:15]2[CH:20]=[CH:19][CH:18]=[C:17]([O:21][CH2:22][CH2:23][CH2:24][O:25][CH3:26])[CH:16]=2)=[C:13]([C:27]([OH:29])=[O:28])[N:12]=[CH:11]1. Given the reactants [CH2:1]1[C:9]2[C:4](=[CH:5][CH:6]=[CH:7][CH:8]=2)[CH2:3][CH:2]1[N:10]1[C:14]([C:15]2[CH:20]=[CH:19][CH:18]=[C:17]([O:21][CH2:22][CH2:23][CH2:24][O:25][CH3:26])[CH:16]=2)=[C:13]([C:27]([O:29]C)=[O:28])[N:12]=[CH:11]1.[OH-].[Na+].Cl.[Cl-].[Na+], predict the reaction product. (4) Given the reactants Br[C:2]1[C:9]([F:10])=[C:8]([F:11])[C:5]([C:6]#[N:7])=[C:4]([F:12])[C:3]=1[F:13].[F:14][C:15]([F:30])([F:29])[C:16]1[CH:17]=[C:18](B(O)O)[CH:19]=[C:20]([C:22]([F:25])([F:24])[F:23])[CH:21]=1.C(=O)([O-])[O-].[Cs+].[Cs+], predict the reaction product. The product is: [F:13][C:3]1[C:4]([F:12])=[C:5]([C:6]#[N:7])[C:8]([F:11])=[C:9]([F:10])[C:2]=1[C:18]1[CH:19]=[C:20]([C:22]([F:25])([F:23])[F:24])[CH:21]=[C:16]([C:15]([F:14])([F:30])[F:29])[CH:17]=1. (5) Given the reactants [CH3:1][N:2]1[CH2:30][CH2:29][C:5]2[N:6]([CH2:14][CH:15]([C:23]3[CH:28]=[CH:27][N:26]=[CH:25][CH:24]=3)[CH2:16][C:17](=[O:22])[C:18]([CH3:21])([CH3:20])[CH3:19])[C:7]3[CH:8]=[CH:9][C:10]([CH3:13])=[CH:11][C:12]=3[C:4]=2[CH2:3]1.[BH4-].[Na+], predict the reaction product. The product is: [CH3:1][N:2]1[CH2:30][CH2:29][C:5]2[N:6]([CH2:14][CH:15]([C:23]3[CH:28]=[CH:27][N:26]=[CH:25][CH:24]=3)[CH2:16][CH:17]([OH:22])[C:18]([CH3:21])([CH3:20])[CH3:19])[C:7]3[CH:8]=[CH:9][C:10]([CH3:13])=[CH:11][C:12]=3[C:4]=2[CH2:3]1. (6) Given the reactants N(C(OCC)=O)=NC(OCC)=O.[OH:13][C:14]1[CH:19]=[CH:18][C:17]([CH2:20][C:21]([CH3:29])([CH3:28])[CH2:22][C:23]([O:25][CH2:26][CH3:27])=[O:24])=[CH:16][C:15]=1[O:30][CH3:31].C1(P(C2C=CC=CC=2)C2C=CC=CC=2)C=CC=CC=1.O[CH2:52][CH2:53][CH2:54][NH:55][C:56]1[CH:61]=[CH:60][CH:59]=[CH:58][N+:57]=1[O-:62], predict the reaction product. The product is: [CH3:31][O:30][C:15]1[CH:16]=[C:17]([CH2:20][C:21]([CH3:28])([CH3:29])[CH2:22][C:23]([O:25][CH2:26][CH3:27])=[O:24])[CH:18]=[CH:19][C:14]=1[O:13][CH2:52][CH2:53][CH2:54][NH:55][C:56]1[CH:61]=[CH:60][CH:59]=[CH:58][N+:57]=1[O-:62].